Dataset: Full USPTO retrosynthesis dataset with 1.9M reactions from patents (1976-2016). Task: Predict the reactants needed to synthesize the given product. (1) Given the product [F:19][C:16]1[CH:17]=[CH:18][C:13]([C:4]2[N:3]=[C:2]([C:27]3[CH:28]=[CH:29][C:24]([S:21]([CH3:20])(=[O:23])=[O:22])=[CH:25][CH:26]=3)[C:7]3[C:8]([CH3:12])=[N:9][N:10]([CH3:11])[C:6]=3[CH:5]=2)=[CH:14][CH:15]=1, predict the reactants needed to synthesize it. The reactants are: Cl[C:2]1[C:7]2[C:8]([CH3:12])=[N:9][N:10]([CH3:11])[C:6]=2[CH:5]=[C:4]([C:13]2[CH:18]=[CH:17][C:16]([F:19])=[CH:15][CH:14]=2)[N:3]=1.[CH3:20][S:21]([C:24]1[CH:29]=[CH:28][C:27](B(O)O)=[CH:26][CH:25]=1)(=[O:23])=[O:22].C([O-])([O-])=O.[Na+].[Na+]. (2) Given the product [F:1][C:2]([F:14])([F:15])[C:3]1[CH:4]=[C:5]2[C:9](=[CH:10][CH:11]=1)[CH2:8][CH:7]([CH:12]=[O:13])[CH2:6]2, predict the reactants needed to synthesize it. The reactants are: [F:1][C:2]([F:15])([F:14])[C:3]1[CH:4]=[C:5]2[C:9](=[CH:10][CH:11]=1)[CH2:8][CH:7]([CH2:12][OH:13])[CH2:6]2.CC(OI1(OC(C)=O)(OC(C)=O)OC(=O)C2C=CC=CC1=2)=O. (3) Given the product [F:25][C:22]1[CH:21]=[CH:20][C:19]([CH2:18][N:17]2[C:8]3=[N:9][CH:10]=[C:11]([S:13]([CH3:16])(=[O:14])=[O:15])[CH:12]=[C:7]3[CH:6]=[C:5]2[C:3]2[O:2][CH:1]=[N:27][N:28]=2)=[CH:24][CH:23]=1, predict the reactants needed to synthesize it. The reactants are: [CH3:1][O:2][C:3]([C:5]1[N:17]([CH2:18][C:19]2[CH:24]=[CH:23][C:22]([F:25])=[CH:21][CH:20]=2)[C:8]2=[N:9][CH:10]=[C:11]([S:13]([CH3:16])(=[O:15])=[O:14])[CH:12]=[C:7]2[CH:6]=1)=O.O.[NH2:27][NH2:28]. (4) Given the product [C:1]([O:5][C:6]([C:8]1[C:9]([C:22]2[CH:23]=[CH:24][C:25]([C:28]3([C:31]([O:33][CH2:34][CH3:35])=[O:32])[CH2:30][CH2:29]3)=[CH:26][CH:27]=2)=[CH:10][CH:11]=[C:12]([C:14]2[S:15][C:16]([Cl:36])=[CH:17][C:18]=2[C:19](=[O:21])[NH2:20])[CH:13]=1)=[O:7])([CH3:4])([CH3:3])[CH3:2], predict the reactants needed to synthesize it. The reactants are: [C:1]([O:5][C:6]([C:8]1[C:9]([C:22]2[CH:27]=[CH:26][C:25]([C:28]3([C:31]([O:33][CH2:34][CH3:35])=[O:32])[CH2:30][CH2:29]3)=[CH:24][CH:23]=2)=[CH:10][CH:11]=[C:12]([C:14]2[S:15][CH:16]=[CH:17][C:18]=2[C:19](=[O:21])[NH2:20])[CH:13]=1)=[O:7])([CH3:4])([CH3:3])[CH3:2].[Cl:36]N1C(=O)CCC1=O.O.